From a dataset of NCI-60 drug combinations with 297,098 pairs across 59 cell lines. Regression. Given two drug SMILES strings and cell line genomic features, predict the synergy score measuring deviation from expected non-interaction effect. (1) Drug 2: C(CC(=O)O)C(=O)CN.Cl. Synergy scores: CSS=30.6, Synergy_ZIP=-5.05, Synergy_Bliss=-7.69, Synergy_Loewe=-14.2, Synergy_HSA=-6.10. Drug 1: CN(CC1=CN=C2C(=N1)C(=NC(=N2)N)N)C3=CC=C(C=C3)C(=O)NC(CCC(=O)O)C(=O)O. Cell line: A549. (2) Drug 1: CC1=C(C=C(C=C1)C(=O)NC2=CC(=CC(=C2)C(F)(F)F)N3C=C(N=C3)C)NC4=NC=CC(=N4)C5=CN=CC=C5. Drug 2: C#CCC(CC1=CN=C2C(=N1)C(=NC(=N2)N)N)C3=CC=C(C=C3)C(=O)NC(CCC(=O)O)C(=O)O. Cell line: T-47D. Synergy scores: CSS=3.20, Synergy_ZIP=4.50, Synergy_Bliss=9.31, Synergy_Loewe=1.63, Synergy_HSA=1.81. (3) Drug 1: C1CCC(CC1)NC(=O)N(CCCl)N=O. Drug 2: C(CN)CNCCSP(=O)(O)O. Cell line: BT-549. Synergy scores: CSS=5.72, Synergy_ZIP=-6.90, Synergy_Bliss=-11.1, Synergy_Loewe=-24.2, Synergy_HSA=-12.1.